From a dataset of Reaction yield outcomes from USPTO patents with 853,638 reactions. Predict the reaction yield, written as a fraction of the theoretical maximum amount of product (1.0 means a 100% yield; for example, 0.34 means a 34% yield). (1) The reactants are [Cl:1][C:2]1[C:3]([C:13]([F:16])([F:15])[F:14])=[N:4][N:5]([CH:8]([CH3:12])[C:9]([OH:11])=O)[C:6]=1[CH3:7].[F:17][C:18]1[CH:23]=[CH:22][C:21]([N:24]2[C:32]3[CH2:31][CH2:30][CH2:29][NH:28][C:27]=3[CH:26]=[N:25]2)=[CH:20][CH:19]=1. No catalyst specified. The product is [Cl:1][C:2]1[C:3]([C:13]([F:16])([F:15])[F:14])=[N:4][N:5]([CH:8]([CH3:12])[C:9]([N:28]2[CH2:29][CH2:30][CH2:31][C:32]3[N:24]([C:21]4[CH:22]=[CH:23][C:18]([F:17])=[CH:19][CH:20]=4)[N:25]=[CH:26][C:27]2=3)=[O:11])[C:6]=1[CH3:7]. The yield is 0.750. (2) The reactants are [C:1]1([C:7]2([CH2:11][C:12]([C:14]3[CH:19]=[CH:18][CH:17]=[CH:16][N:15]=3)=[O:13])[CH2:10][CH2:9][CH2:8]2)[CH:6]=[CH:5][CH:4]=[CH:3][CH:2]=1.[BH4-].[Na+].ClCCl. The catalyst is ClCCl.CO. The product is [C:1]1([C:7]2([CH2:11][CH:12]([C:14]3[CH:19]=[CH:18][CH:17]=[CH:16][N:15]=3)[OH:13])[CH2:10][CH2:9][CH2:8]2)[CH:2]=[CH:3][CH:4]=[CH:5][CH:6]=1. The yield is 0.372. (3) The reactants are [CH3:1][O:2][C:3]([C:5]1[CH2:9][CH2:8][CH2:7][C:6]=1[C:10]1[CH:15]=[C:14]([O:16][CH2:17][O:18][CH3:19])[CH:13]=[C:12]([C:20]([CH3:28])([CH3:27])[O:21][SiH2:22][C:23]([CH3:26])([CH3:25])[CH3:24])[C:11]=1[O:29][CH2:30][O:31][CH3:32])=[O:4]. The catalyst is CCO.[Pd]. The product is [CH3:1][O:2][C:3]([CH:5]1[CH2:9][CH2:8][CH2:7][CH:6]1[C:10]1[CH:15]=[C:14]([O:16][CH2:17][O:18][CH3:19])[CH:13]=[C:12]([C:20]([CH3:27])([CH3:28])[O:21][SiH2:22][C:23]([CH3:25])([CH3:26])[CH3:24])[C:11]=1[O:29][CH2:30][O:31][CH3:32])=[O:4]. The yield is 0.840.